From a dataset of Forward reaction prediction with 1.9M reactions from USPTO patents (1976-2016). Predict the product of the given reaction. (1) Given the reactants [C:1]([C:3]1[CH:8]=[CH:7][CH:6]=[CH:5][N:4]=1)#[N:2].O1CC[CH2:11][CH2:10]1.Cl.[OH-].[Na+], predict the reaction product. The product is: [N:4]1[CH:5]=[CH:6][CH:7]=[CH:8][C:3]=1[C:1]1([NH2:2])[CH2:11][CH2:10]1. (2) Given the reactants [CH3:1][S:2]([N:5]1[C:9]2=[CH:10][CH:11]=[C:12]3[C:17]([N:16]=[C:15]([C:18]4[CH:24]=[CH:23][C:21]([NH2:22])=[CH:20][CH:19]=4)[N:14]=[C:13]3[N:25]3[CH2:30][CH2:29][O:28][CH2:27][CH2:26]3)=[C:8]2[CH:7]=[CH:6]1)(=[O:4])=[O:3].ClC(Cl)(O[C:35](=[O:41])OC(Cl)(Cl)Cl)Cl.[NH2:43][CH2:44][CH2:45][CH3:46], predict the reaction product. The product is: [CH3:1][S:2]([N:5]1[C:9]2=[CH:10][CH:11]=[C:12]3[C:17]([N:16]=[C:15]([C:18]4[CH:19]=[CH:20][C:21]([NH:22][C:35]([NH:43][CH2:44][CH2:45][CH3:46])=[O:41])=[CH:23][CH:24]=4)[N:14]=[C:13]3[N:25]3[CH2:30][CH2:29][O:28][CH2:27][CH2:26]3)=[C:8]2[CH:7]=[CH:6]1)(=[O:4])=[O:3]. (3) Given the reactants [H-].[Al+3].[Li+].[H-].[H-].[H-].[CH3:7][N:8]1[CH2:12][CH2:11][CH2:10][CH:9]1[CH2:13][CH2:14][N:15]1[C:23]2[C:18](=[CH:19][C:20]([C:24]#[N:25])=[CH:21][CH:22]=2)[CH:17]=[CH:16]1, predict the reaction product. The product is: [CH3:7][N:8]1[CH2:12][CH2:11][CH2:10][CH:9]1[CH2:13][CH2:14][N:15]1[C:23]2[C:18](=[CH:19][C:20]([CH2:24][NH2:25])=[CH:21][CH:22]=2)[CH:17]=[CH:16]1. (4) Given the reactants [NH2:1][C:2]1[C:7]2=[C:8]([C:13]3[CH:18]=[CH:17][C:16]([NH:19][C:20]([NH:22][C:23]4[CH:28]=[CH:27][CH:26]=[C:25]([C:29]([F:32])([F:31])[F:30])[N:24]=4)=[O:21])=[CH:15][CH:14]=3)[CH:9]=[C:10]([CH2:11][OH:12])[N:6]2[N:5]=[CH:4][N:3]=1, predict the reaction product. The product is: [NH2:1][C:2]1[C:7]2=[C:8]([C:13]3[CH:18]=[CH:17][C:16]([NH:19][C:20]([NH:22][C:23]4[CH:28]=[CH:27][CH:26]=[C:25]([C:29]([F:32])([F:31])[F:30])[N:24]=4)=[O:21])=[CH:15][CH:14]=3)[CH:9]=[C:10]([CH:11]=[O:12])[N:6]2[N:5]=[CH:4][N:3]=1. (5) Given the reactants [NH2-].[Na+].Cl.[F:4][C:5]1[CH:10]=[CH:9][C:8]([NH:11][NH2:12])=[CH:7][CH:6]=1.Br[CH2:14][C:15]1[CH:20]=[CH:19][C:18]([Br:21])=[CH:17][CH:16]=1, predict the reaction product. The product is: [Br:21][C:18]1[CH:19]=[CH:20][C:15]([CH2:14][N:11]([C:8]2[CH:9]=[CH:10][C:5]([F:4])=[CH:6][CH:7]=2)[NH2:12])=[CH:16][CH:17]=1.